This data is from B-cell epitopes from IEDB database with 3,159 antigens for binding position prediction. The task is: Token-level Classification. Given an antigen amino acid sequence, predict which amino acid positions are active epitope sites capable of antibody binding. Output is a list of indices for active positions. (1) Given the antigen sequence: MCGSALAFFTAAFVCLQNDRRGPASFLWAAWVFSLVLGLGQGEDNRCASSNAASCARCLALGPECGWCVQEDFISGGSRSERCDIVSNLISKGCSVDSIEYPSVHVIIPTENEINTQVTPGEVSIQLRPGAEANFMLKVHPLKKYPVDLYYLVDVSASMHNNIEKLNSVGNDLSRKMAFFSRDFRLGFGSYVDKTVSPYISIHPERIHNQCSDYNLDCMPPHGYIHVLSLTENITEFEKAVHRQKISGNIDTPEGGFDAMLQAAVCESHIGWRKEAKRLLLVMTDQTSHLALDSKLAGIVVPNDGNCHLKNNVYVKSTTMEHPSLGQLSEKLIDNNINVIFAVQGKQFHWYKDLLPLLPGTIAGEIESKAANLNNLVVEAYQKLISEVKVQVENQVQGIYFNITAICPDGSRKPGMEGCRNVTSNDEVLFNVTVTMKKCDVTGGKNYAIIKPIGFNETAKIHIHRNCSCQCEDNRGPKGKCVDETFLDSKCFQCDENKCH..., which amino acid positions are active epitope sites? The epitope positions are: [749, 750, 751, 752, 753, 754, 755, 756, 757, 758, 759, 760]. The amino acids at these positions are: EEIKMDISKLNA. (2) Given the antigen sequence: RLGAVQNEITLTHPITKYIMACMSADLEVVTSTWVLVGGVLAALAAYCLTTGSVVIVGRIILSGKPAIIPDREALYQEFDEMEECASHLPYIEQGMQLAEQFKQKALGLLQTATKQAEAAAPVVESKWRALETFWAKH, which amino acid positions are active epitope sites? The epitope positions are: [57, 58, 59, 60, 61, 62, 63, 64, 65, 66, 67, 68, 69, 70, 71, 72, 73, 74, 75, 76]. The amino acids at these positions are: GRIILSGKPAIIPDREALYQ. (3) Given the antigen sequence: MSNHTHHFEFKTLKKAWKASKYFIVGLSCLYKLNLKSLVQMALSALAMITLVSLTITAIIYISTGNTKAKPMPTPTIQITQQFQNHTSLPPTEHNHNSTHSPTQGTTSPHTFAVDVTEGTRYYHLTLKTQGGKTKGPPTPHATRKPPISSQKSNPSEIQQDYSDFQILPYVPCNICEGDSACLSLCQDRSESILDKALTTTPKKTPKPMTTKKPTKTSTHHRTSLRNKLYIKTNMTTPPHGLISTAKHNKNQSTVQNPRHTLA, which amino acid positions are active epitope sites? The epitope positions are: [172, 173, 174, 175, 176, 177, 178, 179, 180, 181, 182, 183, 184, 185, 186, 187, 188]. The amino acids at these positions are: CNICEGDSACLSLCQDR. (4) Given the antigen sequence: MALWMRLLPLLALLALWGPDPAAAFVNQHLCGSHLVEALYLVCGERGFFYTPKTRREAEDLQVGQVELGGGPGAGSLQPLALEGSLQKRGIVEQCCTSICSLYQLENYCN, which amino acid positions are active epitope sites? The epitope positions are: [63, 64, 65, 66, 67, 68, 69, 70, 71, 72, 73, 74, 75, 76, 77, 78, 79]. The amino acids at these positions are: GQVELGGGPGAGSLQPL. (5) Given the antigen sequence: MAKEIKFSDSARNLLFEGVRQLHDAVKVTMGPRGRNVLIQKSYGAPSITKDGVSVAKEIELSCPVANMGAQLVKEVASKTADAAGDGTTTATVLAYSIFKEGLRNITAGANPIEVKRGMDKAAEAIINELKKASKKVGGKEEITQVATISANSDHNIGKLIADAMEKVGKDGVITVEEAKGIEDELDVVEGMQFDRGYLSPYFVTNAEKMTAQLDNAYILLTDKKISSMKDILPLLEKTMKEGKPLLIIAEDIEGEALTTLVVNKLRGVLNIAAVKAPGFGDRRKEMLKDIAILTGGQVISEELGLSLENAEVEFLGKAGRIVIDKDNTTIVDGKGHSDDVKDRVAQIKTQIASTTSDYDKEKLQERLAKLSGGVAVIKVGAASEVEMKEKKDRVDDALSATKAAVEEGIVIGGGAALIRAAQKVHLNLHDDEKVGYEIIMRAIKAPLAQIAINAGYDGGVVVNEVEKHEGHFGFNASNGKYVDMFKEGIIDPLKVERIA..., which amino acid positions are active epitope sites? The epitope positions are: [188, 189, 190, 191, 192, 193, 194, 195, 196, 197, 198, 199, 200, 201, 202]. The amino acids at these positions are: VEGMQFDRGYLSPYF.